This data is from Forward reaction prediction with 1.9M reactions from USPTO patents (1976-2016). The task is: Predict the product of the given reaction. (1) Given the reactants [NH:1]1[CH:10]2[CH:5]([CH2:6][CH2:7][CH2:8][CH2:9]2)[CH2:4][CH2:3][CH2:2]1.[NH2:11][C:12]1[CH:20]=[CH:19][C:15]([C:16](O)=[O:17])=[CH:14][C:13]=1[N+:21]([O-:23])=[O:22].ON1C2C=CC=CC=2N=N1.CN(C)CCCN=C=NCC, predict the reaction product. The product is: [NH2:11][C:12]1[CH:20]=[CH:19][C:15]([C:16]([N:1]2[C@H:10]3[C@@H:5]([CH2:6][CH2:7][CH2:8][CH2:9]3)[CH2:4][CH2:3][CH2:2]2)=[O:17])=[CH:14][C:13]=1[N+:21]([O-:23])=[O:22]. (2) Given the reactants [NH2:1][C:2]1[CH:7]=[CH:6][C:5]([CH:8]2[C:17]([CH3:19])([CH3:18])[CH2:16][C:15]3[C:10](=[CH:11][CH:12]=[C:13]([C:20]([OH:22])=[O:21])[CH:14]=3)[NH:9]2)=[CH:4][CH:3]=1.[CH3:23][C:24]1[CH:29]=[CH:28][C:27]([S:30](Cl)(=[O:32])=[O:31])=[CH:26][CH:25]=1, predict the reaction product. The product is: [CH3:19][C:17]1([CH3:18])[CH2:16][C:15]2[C:10](=[CH:11][CH:12]=[C:13]([C:20]([OH:22])=[O:21])[CH:14]=2)[NH:9][CH:8]1[C:5]1[CH:4]=[CH:3][C:2]([NH:1][S:30]([C:27]2[CH:28]=[CH:29][C:24]([CH3:23])=[CH:25][CH:26]=2)(=[O:32])=[O:31])=[CH:7][CH:6]=1. (3) Given the reactants N1[CH:6]=[CH:5][CH:4]=[CH:3][CH:2]=1.[F:7][C:8]([F:21])([F:20])[S:9]([O:12]S(C(F)(F)F)(=O)=O)(=[O:11])=[O:10].Cl.[OH2:23], predict the reaction product. The product is: [CH2:3]([C:4]([C:4]1[CH:3]=[C:2]2[C:2]([CH:3]=[CH:4][C:5]([O:12][S:9]([C:8]([F:21])([F:20])[F:7])(=[O:11])=[O:10])=[CH:6]2)=[CH:6][CH:5]=1)([OH:23])[CH2:5][CH3:6])[CH3:2]. (4) The product is: [C:18]([O:22][C:23]([N:25]([CH3:1])[C:26]1[CH:31]=[CH:30][CH:29]=[CH:28][C:27]=1[C:32]1[CH:44]=[CH:43][C:35]([C:36]([O:38][C:39]([CH3:40])([CH3:41])[CH3:42])=[O:37])=[C:34]([N+:45]([O-:47])=[O:46])[CH:33]=1)=[O:24])([CH3:19])([CH3:20])[CH3:21]. Given the reactants [C:1](=O)([O-])[O-].[K+].[K+].S(OC)(OC)(=O)=O.CC(C)=O.[C:18]([O:22][C:23]([NH:25][C:26]1[CH:31]=[CH:30][CH:29]=[CH:28][C:27]=1[C:32]1[CH:44]=[CH:43][C:35]([C:36]([O:38][C:39]([CH3:42])([CH3:41])[CH3:40])=[O:37])=[C:34]([N+:45]([O-:47])=[O:46])[CH:33]=1)=[O:24])([CH3:21])([CH3:20])[CH3:19], predict the reaction product. (5) Given the reactants C([O:3][C:4]([C:6]1[C:7]([C:12]2[CH:17]=[CH:16][C:15]([F:18])=[CH:14][CH:13]=2)=[N:8][O:9][C:10]=1[CH3:11])=O)C.C(OC(C1C(C2C=CC=C(F)C=2)=NOC=1C)=O)C, predict the reaction product. The product is: [F:18][C:15]1[CH:14]=[CH:13][C:12]([C:7]2[C:6]([CH2:4][OH:3])=[C:10]([CH3:11])[O:9][N:8]=2)=[CH:17][CH:16]=1.